Dataset: Full USPTO retrosynthesis dataset with 1.9M reactions from patents (1976-2016). Task: Predict the reactants needed to synthesize the given product. (1) Given the product [Cl:8][C:6]1[N:5]=[C:4]([S:9][CH3:10])[N:3]=[C:2]([N:17]2[C:16]3[CH:18]=[CH:19][CH:20]=[C:21]([O:22][CH2:23][CH3:24])[C:15]=3[N:14]=[C:13]2[CH:12]([F:11])[F:25])[CH:7]=1, predict the reactants needed to synthesize it. The reactants are: Cl[C:2]1[CH:7]=[C:6]([Cl:8])[N:5]=[C:4]([S:9][CH3:10])[N:3]=1.[F:11][CH:12]([F:25])[C:13]1[NH:17][C:16]2[CH:18]=[CH:19][CH:20]=[C:21]([O:22][CH2:23][CH3:24])[C:15]=2[N:14]=1.C(=O)([O-])[O-].[K+].[K+].CN(C)C=O. (2) Given the product [OH:2][C:3]1[CH:4]=[C:5]2[C:10](=[CH:11][CH:12]=1)[N:9]=[CH:8][N:7]([C:13]1[CH:14]=[C:15]([CH:19]=[CH:20][C:21]=1[CH3:22])[C:16]([OH:18])=[O:17])[C:6]2=[O:23], predict the reactants needed to synthesize it. The reactants are: C[O:2][C:3]1[CH:4]=[C:5]2[C:10](=[CH:11][CH:12]=1)[N:9]=[CH:8][N:7]([C:13]1[CH:14]=[C:15]([CH:19]=[CH:20][C:21]=1[CH3:22])[C:16]([OH:18])=[O:17])[C:6]2=[O:23].[Li+].[I-]. (3) Given the product [CH3:1][O:2][C:3]([C:5]1[N:14]([C:15]([O:16][C:7]([CH3:8])([CH3:12])[CH3:6])=[O:18])[C:8]2=[CH:9][N:10]=[CH:11][C:12]([Br:13])=[C:7]2[CH:6]=1)=[O:4], predict the reactants needed to synthesize it. The reactants are: [CH3:1][O:2][C:3]([C:5]1[NH:14][C:8]2=[CH:9][N:10]=[CH:11][C:12]([Br:13])=[C:7]2[CH:6]=1)=[O:4].[C:15](=[O:18])([O-])[O-:16].[Na+].[Na+]. (4) The reactants are: Br[C:2]1[CH:3]=[CH:4][C:5]([CH3:22])=[C:6]([C:8]2[C:9](=[O:21])[NH:10][C:11]3([CH2:18][CH2:17][C:16]([F:20])([F:19])[CH2:15][CH2:14]3)[C:12]=2[OH:13])[CH:7]=1.C(=O)([O-])[O-].[Na+].[Na+].[F:29][C:30]1[CH:31]=[C:32](B(O)O)[CH:33]=[CH:34][C:35]=1[F:36].Cl. Given the product [F:29][C:30]1[CH:31]=[C:32]([C:2]2[CH:3]=[CH:4][C:5]([CH3:22])=[C:6]([C:8]3[C:9](=[O:21])[NH:10][C:11]4([CH2:14][CH2:15][C:16]([F:20])([F:19])[CH2:17][CH2:18]4)[C:12]=3[OH:13])[CH:7]=2)[CH:33]=[CH:34][C:35]=1[F:36], predict the reactants needed to synthesize it. (5) Given the product [Cl:1][CH2:2][CH2:3][CH2:4][CH2:5][CH2:6][CH2:7][CH2:8][CH2:9][CH2:10][CH2:11][CH2:12][SiH:13]([Cl:15])[Cl:14], predict the reactants needed to synthesize it. The reactants are: [Cl:1][CH2:2][CH2:3][CH2:4][CH2:5][CH2:6][CH2:7][CH2:8][CH2:9][CH2:10][CH2:11][CH2:12][Si:13](Cl)([Cl:15])[Cl:14].C[SiH](Cl)Cl. (6) Given the product [CH2:12]([O:14][C:15]([NH:17][C:18](=[S:19])[NH:1][C:2]1[N:7]=[C:6]([NH:8][C:9](=[O:11])[CH3:10])[CH:5]=[CH:4][CH:3]=1)=[O:16])[CH3:13], predict the reactants needed to synthesize it. The reactants are: [NH2:1][C:2]1[N:7]=[C:6]([NH:8][C:9](=[O:11])[CH3:10])[CH:5]=[CH:4][CH:3]=1.[CH2:12]([O:14][C:15]([N:17]=[C:18]=[S:19])=[O:16])[CH3:13]. (7) Given the product [CH3:14][N:15]1[C:16]([CH2:17][CH2:18][CH2:19][CH:20]=[CH2:21])=[N:10][N:9]=[C:7]1[C:6]1[CH:11]=[CH:12][C:3]([O:2][CH3:1])=[CH:4][CH:5]=1, predict the reactants needed to synthesize it. The reactants are: [CH3:1][O:2][C:3]1[CH:12]=[CH:11][C:6]([C:7]([NH:9][NH2:10])=O)=[CH:5][CH:4]=1.Cl.[CH3:14][NH:15][C:16](=NC)[CH2:17][CH2:18][CH2:19][CH:20]=[CH2:21].